The task is: Regression. Given a peptide amino acid sequence and an MHC pseudo amino acid sequence, predict their binding affinity value. This is MHC class I binding data.. This data is from Peptide-MHC class I binding affinity with 185,985 pairs from IEDB/IMGT. (1) The peptide sequence is LITCKAFGL. The MHC is HLA-A24:02 with pseudo-sequence HLA-A24:02. The binding affinity (normalized) is 0.141. (2) The peptide sequence is DLWNVMYTL. The MHC is HLA-A02:01 with pseudo-sequence HLA-A02:01. The binding affinity (normalized) is 0.463. (3) The peptide sequence is YLKKWLNSF. The MHC is HLA-B15:01 with pseudo-sequence HLA-B15:01. The binding affinity (normalized) is 0.595.